This data is from Reaction yield outcomes from USPTO patents with 853,638 reactions. The task is: Predict the reaction yield, written as a fraction of the theoretical maximum amount of product (1.0 means a 100% yield; for example, 0.34 means a 34% yield). (1) The reactants are [OH-].[Na+].C[O:4][C:5](=[O:28])[CH2:6][CH2:7][C:8]([C:10]1[C:18]2[C:13](=[CH:14][CH:15]=[C:16]([Cl:19])[CH:17]=2)[N:12]([CH2:20][C:21]2[CH:26]=[CH:25][C:24]([Br:27])=[CH:23][CH:22]=2)[CH:11]=1)=[O:9].Cl. The catalyst is O1CCCC1.CO.O. The product is [Br:27][C:24]1[CH:23]=[CH:22][C:21]([CH2:20][N:12]2[C:13]3[C:18](=[CH:17][C:16]([Cl:19])=[CH:15][CH:14]=3)[C:10]([C:8](=[O:9])[CH2:7][CH2:6][C:5]([OH:28])=[O:4])=[CH:11]2)=[CH:26][CH:25]=1. The yield is 0.950. (2) The reactants are [NH2:1][C:2]1([C:7]([NH2:9])=[O:8])[CH2:6][CH2:5][CH2:4][CH2:3]1.[Br:10][C:11]1[CH:19]=[CH:18][C:14]([C:15](O)=[O:16])=[CH:13][CH:12]=1.CCN=C=NCCCN(C)C.C1C=CC2N(O)N=NC=2C=1.CCN(C(C)C)C(C)C. The catalyst is CN(C=O)C. The product is [Br:10][C:11]1[CH:19]=[CH:18][C:14]([C:15]([NH:1][C:2]2([C:7](=[O:8])[NH2:9])[CH2:6][CH2:5][CH2:4][CH2:3]2)=[O:16])=[CH:13][CH:12]=1. The yield is 0.990. (3) The reactants are Br[C:2]1[CH:20]=[CH:19][C:5]([C:6]([C:8]2[CH:9]=[CH:10][C:11]([F:18])=[C:12]([CH:17]=2)[C:13]([O:15][CH3:16])=[O:14])=[O:7])=[CH:4][CH:3]=1.[Cl:21][C:22]1[CH:29]=[CH:28][C:25]([NH:26][CH3:27])=[CH:24][CH:23]=1. No catalyst specified. The product is [Cl:21][C:22]1[CH:29]=[CH:28][C:25]([N:26]([CH3:27])[C:2]2[CH:20]=[CH:19][C:5]([C:6]([C:8]3[CH:9]=[CH:10][C:11]([F:18])=[C:12]([CH:17]=3)[C:13]([O:15][CH3:16])=[O:14])=[O:7])=[CH:4][CH:3]=2)=[CH:24][CH:23]=1. The yield is 0.570.